From a dataset of Reaction yield outcomes from USPTO patents with 853,638 reactions. Predict the reaction yield, written as a fraction of the theoretical maximum amount of product (1.0 means a 100% yield; for example, 0.34 means a 34% yield). No catalyst specified. The reactants are C([O:3][C:4]([C:6]1[C:7]([C:12]2[CH:17]=[CH:16][C:15]([Cl:18])=[CH:14][CH:13]=2)=[N:8][O:9][C:10]=1[CH3:11])=O)C.C(OC(C1C(C2C=CC=C(F)C=2)=NOC=1C)=O)C. The product is [Cl:18][C:15]1[CH:14]=[CH:13][C:12]([C:7]2[C:6]([CH2:4][OH:3])=[C:10]([CH3:11])[O:9][N:8]=2)=[CH:17][CH:16]=1. The yield is 0.650.